Dataset: Full USPTO retrosynthesis dataset with 1.9M reactions from patents (1976-2016). Task: Predict the reactants needed to synthesize the given product. (1) Given the product [CH3:43][O:42][C:24]1[CH:23]=[C:22]([CH:41]=[CH:40][C:25]=1[O:26][CH2:27][C:28]1[N:29]=[C:30]([C:34]2[CH:39]=[CH:38][CH:37]=[CH:36][CH:35]=2)[O:31][C:32]=1[CH3:33])[CH2:21][O:1][C:2]1[CH:6]=[C:5]([CH2:7][CH2:8][C:9]([O:11][CH2:12][CH3:13])=[O:10])[N:4]([C:14]2[CH:15]=[CH:16][CH:17]=[CH:18][CH:19]=2)[N:3]=1, predict the reactants needed to synthesize it. The reactants are: [OH:1][C:2]1[CH:6]=[C:5]([CH2:7][CH2:8][C:9]([O:11][CH2:12][CH3:13])=[O:10])[N:4]([C:14]2[CH:19]=[CH:18][CH:17]=[CH:16][CH:15]=2)[N:3]=1.Cl[CH2:21][C:22]1[CH:41]=[CH:40][C:25]([O:26][CH2:27][C:28]2[N:29]=[C:30]([C:34]3[CH:39]=[CH:38][CH:37]=[CH:36][CH:35]=3)[O:31][C:32]=2[CH3:33])=[C:24]([O:42][CH3:43])[CH:23]=1.C(=O)([O-])[O-].[K+].[K+].CN(C)C=O. (2) The reactants are: [Br:1][C:2]1[CH:3]=[C:4]([CH:7]=[O:8])[S:5][CH:6]=1.CC([O-])(C)C.[K+].Cl[CH2:16][CH2:17][CH2:18][C:19]#[N:20].[NH4+].[Cl-]. Given the product [Br:1][C:2]1[CH:3]=[C:4]([CH:7]2[CH:18]([C:19]#[N:20])[CH2:17][CH2:16][O:8]2)[S:5][CH:6]=1, predict the reactants needed to synthesize it. (3) Given the product [NH2:29][CH2:28][C@@H:7]([CH2:8][C:9]1[CH:10]=[N:11][C:12]([O:15][CH2:16][CH2:17][O:18][C:19]2[C:24]([Cl:25])=[CH:23][C:22]([CH3:26])=[CH:21][C:20]=2[Cl:27])=[CH:13][CH:14]=1)[C:6]([N:5]([CH2:4][C:3]1[CH:34]=[C:35]([CH2:38][CH2:39][O:40][CH3:41])[CH:36]=[CH:37][C:2]=1[Cl:1])[CH:31]1[CH2:33][CH2:32]1)=[O:30], predict the reactants needed to synthesize it. The reactants are: [Cl:1][C:2]1[CH:37]=[CH:36][C:35]([CH2:38][CH2:39][O:40][CH3:41])=[CH:34][C:3]=1[CH2:4][N:5]([CH:31]1[CH2:33][CH2:32]1)[C:6](=[O:30])[CH:7]([C:28]#[N:29])[CH2:8][C:9]1[CH:10]=[N:11][C:12]([O:15][CH2:16][CH2:17][O:18][C:19]2[C:24]([Cl:25])=[CH:23][C:22]([CH3:26])=[CH:21][C:20]=2[Cl:27])=[CH:13][CH:14]=1.[BH4-].[Na+].C(Cl)Cl. (4) The reactants are: C([O:4][CH2:5][CH:6]1[CH2:11][CH:10]([N:12]([C:17]([C:19]2[C:20]([NH:29][CH2:30][C:31]3[O:32][CH:33]=[CH:34][CH:35]=3)=[N:21][C:22]([C:25]([CH3:28])([CH3:27])[CH3:26])=[N:23][CH:24]=2)=[O:18])[CH2:13][CH:14]([CH3:16])[CH3:15])[CH2:9][N:8]([C:36]([O:38][C:39]([CH3:42])([CH3:41])[CH3:40])=[O:37])[CH2:7]1)(=O)C.O.[OH-].[Na+]. Given the product [C:25]([C:22]1[N:21]=[C:20]([NH:29][CH2:30][C:31]2[O:32][CH:33]=[CH:34][CH:35]=2)[C:19]([C:17]([N:12]([CH2:13][CH:14]([CH3:16])[CH3:15])[CH:10]2[CH2:11][CH:6]([CH2:5][OH:4])[CH2:7][N:8]([C:36]([O:38][C:39]([CH3:42])([CH3:41])[CH3:40])=[O:37])[CH2:9]2)=[O:18])=[CH:24][N:23]=1)([CH3:28])([CH3:27])[CH3:26], predict the reactants needed to synthesize it. (5) Given the product [CH3:34][O:33][C:31]1[CH:30]=[CH:29][C:24]([C:25]([O:27][CH3:28])=[O:26])=[C:23]([NH:22][C:2]2[C:3]([NH:12][S:13]([C:16]3[N:17]=[CH:18][N:19]([CH3:21])[CH:20]=3)(=[O:15])=[O:14])=[N:4][C:5]3[C:10](=[CH:9][CH:8]=[CH:7][CH:6]=3)[N:11]=2)[CH:32]=1, predict the reactants needed to synthesize it. The reactants are: Cl[C:2]1[C:3]([NH:12][S:13]([C:16]2[N:17]=[CH:18][N:19]([CH3:21])[CH:20]=2)(=[O:15])=[O:14])=[N:4][C:5]2[C:10]([N:11]=1)=[CH:9][CH:8]=[CH:7][CH:6]=2.[NH2:22][C:23]1[CH:32]=[C:31]([O:33][CH3:34])[CH:30]=[CH:29][C:24]=1[C:25]([O:27][CH3:28])=[O:26].C(O)(=O)C. (6) Given the product [C:15]12([NH:25][CH2:1][C:3]3[CH:8]=[CH:7][C:6](/[CH:9]=[CH:10]/[C:11]([O:13][CH3:14])=[O:12])=[CH:5][CH:4]=3)[CH2:22][CH:21]3[CH2:20][CH:19]([CH2:18][CH:17]([CH2:23]3)[CH2:16]1)[CH2:24]2, predict the reactants needed to synthesize it. The reactants are: [CH:1]([C:3]1[CH:8]=[CH:7][C:6](/[CH:9]=[CH:10]/[C:11]([O:13][CH3:14])=[O:12])=[CH:5][CH:4]=1)=O.[C:15]12([NH2:25])[CH2:24][CH:19]3[CH2:20][CH:21]([CH2:23][CH:17]([CH2:18]3)[CH2:16]1)[CH2:22]2.CO.[BH4-].[Na+].